This data is from Reaction yield outcomes from USPTO patents with 853,638 reactions. The task is: Predict the reaction yield, written as a fraction of the theoretical maximum amount of product (1.0 means a 100% yield; for example, 0.34 means a 34% yield). The reactants are [F:1][C:2]1[CH:3]=[C:4]([CH:8]=[CH:9][C:10]=1[O:11][C:12]1[CH:17]=[CH:16][C:15]([CH:18]=O)=[CH:14][CH:13]=1)[C:5]([NH2:7])=[O:6].CC(O)=O.[CH3:24][C:25]1[CH:26]=[C:27]([CH:32]2[CH2:36][CH2:35][CH2:34][NH:33]2)[CH:28]=[C:29]([CH3:31])[CH:30]=1.C(O[BH-](OC(=O)C)OC(=O)C)(=O)C.[Na+]. The catalyst is ClCCCl. The product is [CH3:31][C:29]1[CH:28]=[C:27]([CH:32]2[CH2:36][CH2:35][CH2:34][N:33]2[CH2:18][C:15]2[CH:14]=[CH:13][C:12]([O:11][C:10]3[CH:9]=[CH:8][C:4]([C:5]([NH2:7])=[O:6])=[CH:3][C:2]=3[F:1])=[CH:17][CH:16]=2)[CH:26]=[C:25]([CH3:24])[CH:30]=1. The yield is 0.600.